Dataset: Cav3 T-type calcium channel HTS with 100,875 compounds. Task: Binary Classification. Given a drug SMILES string, predict its activity (active/inactive) in a high-throughput screening assay against a specified biological target. (1) The compound is O1CCN(CC2Nc3c(OC2)cccc3)CC1. The result is 0 (inactive). (2) The compound is O=c1n(n(c(c1NC(=O)COc1ncnc2c1cccc2)C)C)c1ccccc1. The result is 0 (inactive). (3) The drug is O=C(Nc1n(CCCC)c2nc3c(nc2c1C#N)cccc3)CC. The result is 0 (inactive). (4) The drug is S(CC(=O)N1CCCC1)c1n(nnn1)c1cc(ccc1)C(=O)C. The result is 0 (inactive). (5) The drug is S(=O)(=O)(N(c1ccc(OC)cc1)C(=O)c1occc1)c1sccc1. The result is 0 (inactive). (6) The compound is s1c(Cn2nnnc2C(N2CCN(CC2)c2c(F)cccc2)c2ccc(OC)cc2)ccc1. The result is 1 (active). (7) The result is 0 (inactive). The compound is Fc1c(C(=O)N\N=C\c2c3c(n(c2)CC)cccc3)ccc(c1)C#N.